From a dataset of Full USPTO retrosynthesis dataset with 1.9M reactions from patents (1976-2016). Predict the reactants needed to synthesize the given product. (1) The reactants are: Cl.[NH2:2][C:3]1[C:12]2[CH2:11][CH2:10][CH2:9][CH2:8][C:7]=2[C:6]([C:13]#[N:14])=[CH:5][CH:4]=1.[C:15]([O-])(O)=[O:16].[Na+].C(Cl)(Cl)=O.C1(C)C=CC=CC=1. Given the product [N:2]([C:3]1[C:12]2[CH2:11][CH2:10][CH2:9][CH2:8][C:7]=2[C:6]([C:13]#[N:14])=[CH:5][CH:4]=1)=[C:15]=[O:16], predict the reactants needed to synthesize it. (2) Given the product [C:1]([OH:8])(=[O:7])/[CH:2]=[CH:3]/[C:4]([OH:6])=[O:5].[C:9]([N:12]1[CH2:13][CH2:14][N:15]([CH2:18][CH2:19][O:20][C:21]2[CH:22]=[CH:23][C:24]([CH:27]3[CH2:28][CH2:29][N:30]([C:33]4[CH2:34][CH2:35][C:36]5[N:37]([C:39]([C:42]([F:43])([F:44])[F:45])=[N:40][N:41]=5)[N:38]=4)[CH2:31][CH2:32]3)=[CH:25][CH:26]=2)[CH2:16][CH2:17]1)(=[O:11])[CH3:10], predict the reactants needed to synthesize it. The reactants are: [C:1]([OH:8])(=[O:7])/[CH:2]=[CH:3]/[C:4]([OH:6])=[O:5].[C:9]([N:12]1[CH2:17][CH2:16][N:15]([CH2:18][CH2:19][O:20][C:21]2[CH:26]=[CH:25][C:24]([CH:27]3[CH2:32][CH2:31][N:30]([C:33]4[CH2:34][CH2:35][C:36]5[N:37]([C:39]([C:42]([F:45])([F:44])[F:43])=[N:40][N:41]=5)[N:38]=4)[CH2:29][CH2:28]3)=[CH:23][CH:22]=2)[CH2:14][CH2:13]1)(=[O:11])[CH3:10].C(OC(=O)C)C. (3) Given the product [ClH:19].[NH:4]1[CH2:9][CH2:8][CH:7]([C:10]2[CH:18]=[CH:17][C:13]([C:14]([OH:16])=[O:15])=[CH:12][CH:11]=2)[CH2:6][CH2:5]1, predict the reactants needed to synthesize it. The reactants are: C([N:4]1[CH2:9][CH2:8][CH:7]([C:10]2[CH:18]=[CH:17][C:13]([C:14]([OH:16])=[O:15])=[CH:12][CH:11]=2)[CH2:6][CH2:5]1)(=O)C.[ClH:19]. (4) Given the product [CH:3]1([C:9]2[C:10]3[CH:11]=[CH:12][C:13]([C:47]([OH:49])=[O:48])=[CH:14][C:15]=3[N:16]3[C:22]=2[C:21]2[CH:23]=[CH:24][CH:25]=[CH:26][C:20]=2[O:19][CH:18]([CH2:27][N:28]([CH3:46])[CH2:29][CH2:30][N:31]([CH3:45])[CH2:32][CH2:33][S:34](=[O:44])(=[O:43])[NH:35][CH2:36][C:37]2[CH:38]=[CH:39][CH:40]=[CH:41][CH:42]=2)[CH2:17]3)[CH2:4][CH2:5][CH2:6][CH2:7][CH2:8]1, predict the reactants needed to synthesize it. The reactants are: [OH-].[K+].[CH:3]1([C:9]2[C:10]3[CH:11]=[CH:12][C:13]([C:47]([O:49]C)=[O:48])=[CH:14][C:15]=3[N:16]3[C:22]=2[C:21]2[CH:23]=[CH:24][CH:25]=[CH:26][C:20]=2[O:19][CH:18]([CH2:27][N:28]([CH3:46])[CH2:29][CH2:30][N:31]([CH3:45])[CH2:32][CH2:33][S:34](=[O:44])(=[O:43])[NH:35][CH2:36][C:37]2[CH:42]=[CH:41][CH:40]=[CH:39][CH:38]=2)[CH2:17]3)[CH2:8][CH2:7][CH2:6][CH2:5][CH2:4]1.Cl. (5) The reactants are: BrC1N=CC(C(N2CCN(C3C(C)=CC(C)=CN=3)CC2)=O)=CC=1.COC1C=CC(CN2C(=O)C(C)(C)NC2=O)=CC=1.[CH3:42][C:43]1[C:44]([N:50]2[CH2:55][CH2:54][N:53]([C:56]([C:58]3[CH:59]=[CH:60][C:61]([N:64]4[C:68]([CH3:70])([CH3:69])[C:67](=[O:71])[N:66](CC5C=CC(OC)=CC=5)[C:65]4=[O:81])=[N:62][CH:63]=3)=[O:57])[CH2:52][CH2:51]2)=[N:45][CH:46]=[C:47]([CH3:49])[CH:48]=1. Given the product [CH3:42][C:43]1[C:44]([N:50]2[CH2:51][CH2:52][N:53]([C:56]([C:58]3[CH:59]=[CH:60][C:61]([N:64]4[C:68]([CH3:69])([CH3:70])[C:67](=[O:71])[NH:66][C:65]4=[O:81])=[N:62][CH:63]=3)=[O:57])[CH2:54][CH2:55]2)=[N:45][CH:46]=[C:47]([CH3:49])[CH:48]=1, predict the reactants needed to synthesize it. (6) Given the product [CH2:14]([C:2]1[N:3]=[N+:4]([O-:13])[C:5]2[CH:11]=[CH:10][C:9]([F:12])=[CH:8][C:6]=2[N:7]=1)[CH3:15], predict the reactants needed to synthesize it. The reactants are: Cl[C:2]1[N:3]=[N+:4]([O-:13])[C:5]2[CH:11]=[CH:10][C:9]([F:12])=[CH:8][C:6]=2[N:7]=1.[CH2:14]([Sn](CC)(CC)CC)[CH3:15]. (7) Given the product [CH3:1][O:2][C:3]1[CH:4]=[CH:5][C:6]([NH:9][C:10]2[S:11][CH:14]=[C:15]([C:17]3[CH:22]=[CH:21][N:20]=[CH:19][CH:18]=3)[N:12]=2)=[N:7][CH:8]=1, predict the reactants needed to synthesize it. The reactants are: [CH3:1][O:2][C:3]1[CH:4]=[CH:5][C:6]([NH:9][C:10]([NH2:12])=[S:11])=[N:7][CH:8]=1.Br[CH2:14][C:15]([C:17]1[CH:22]=[CH:21][N:20]=[CH:19][CH:18]=1)=O.